This data is from Forward reaction prediction with 1.9M reactions from USPTO patents (1976-2016). The task is: Predict the product of the given reaction. Given the reactants [F:1][C:2]1[CH:27]=[C:26]([F:28])[CH:25]=[CH:24][C:3]=1[CH2:4][O:5][C:6]1[CH:11]=[C:10]([CH3:12])[N:9]([C:13]2[CH:14]=[C:15]([CH:19]=[CH:20][C:21]=2[CH3:22])[C:16]([OH:18])=[O:17])[C:8](=[O:23])[CH:7]=1.[Br:29]N1C(=O)CCC1=O, predict the reaction product. The product is: [Br:29][C:7]1[C:8](=[O:23])[N:9]([C:13]2[CH:14]=[C:15]([CH:19]=[CH:20][C:21]=2[CH3:22])[C:16]([OH:18])=[O:17])[C:10]([CH3:12])=[CH:11][C:6]=1[O:5][CH2:4][C:3]1[CH:24]=[CH:25][C:26]([F:28])=[CH:27][C:2]=1[F:1].